Dataset: Full USPTO retrosynthesis dataset with 1.9M reactions from patents (1976-2016). Task: Predict the reactants needed to synthesize the given product. (1) Given the product [F:22][C:14]1([CH3:21])[C@@:15]([OH:17])([CH3:16])[CH:11]([CH2:10][OH:9])[O:12][C@H:13]1[N:23]1[CH:28]=[CH:27][C:26](=[O:29])[NH:25][C:24]1=[O:30], predict the reactants needed to synthesize it. The reactants are: C([O:9][CH2:10][C@@H:11]1[C:15]([O:17]C(=O)C)([CH3:16])[C@:14]([F:22])([CH3:21])[CH:13]([N:23]2[CH:28]=[CH:27][C:26](=[O:29])[NH:25][C:24]2=[O:30])[O:12]1)(=O)C1C=CC=CC=1.CO. (2) Given the product [Cl:23][C:24]1[CH:29]=[CH:28][CH:27]=[C:26]([Cl:30])[C:25]=1[CH2:31][C:32]1[NH:33][C:3]([C:5]2[CH:10]=[CH:9][C:8]([S:11]([N:14]([CH2:20][O:21][CH3:22])[C:15]3[S:16][CH:17]=[CH:18][N:19]=3)(=[O:13])=[O:12])=[CH:7][CH:6]=2)=[CH:2][N:34]=1, predict the reactants needed to synthesize it. The reactants are: Br[CH2:2][C:3]([C:5]1[CH:10]=[CH:9][C:8]([S:11]([N:14]([CH2:20][O:21][CH3:22])[C:15]2[S:16][CH:17]=[CH:18][N:19]=2)(=[O:13])=[O:12])=[CH:7][CH:6]=1)=O.[Cl:23][C:24]1[CH:29]=[CH:28][CH:27]=[C:26]([Cl:30])[C:25]=1[CH2:31][C:32]([NH2:34])=[NH:33]. (3) Given the product [F:21][C:15]1[CH:16]=[C:17]([F:20])[CH:18]=[CH:19][C:14]=1[S:11]([NH:10][C:4]1[C:5]([O:8][CH3:9])=[N:6][CH:7]=[C:2]([B:22]2[O:26][C:25]([CH3:28])([CH3:27])[C:24]([CH3:30])([CH3:29])[O:23]2)[CH:3]=1)(=[O:13])=[O:12], predict the reactants needed to synthesize it. The reactants are: Br[C:2]1[CH:3]=[C:4]([NH:10][S:11]([C:14]2[CH:19]=[CH:18][C:17]([F:20])=[CH:16][C:15]=2[F:21])(=[O:13])=[O:12])[C:5]([O:8][CH3:9])=[N:6][CH:7]=1.[B:22]1([B:22]2[O:26][C:25]([CH3:28])([CH3:27])[C:24]([CH3:30])([CH3:29])[O:23]2)[O:26][C:25]([CH3:28])([CH3:27])[C:24]([CH3:30])([CH3:29])[O:23]1.C(Cl)Cl.C([O-])(=O)C.[K+]. (4) Given the product [F:14][C:15]1[CH:22]=[CH:21][C:18]([CH2:19][CH:7]2[CH2:13][CH2:12][C:9]3([CH2:11][CH2:10]3)[C:5]2=[O:6])=[CH:17][CH:16]=1, predict the reactants needed to synthesize it. The reactants are: [H-].[Na+].CO[C:5]([CH:7]1[CH2:13][CH2:12][C:9]2([CH2:11][CH2:10]2)O1)=[O:6].[F:14][C:15]1[CH:22]=[CH:21][C:18]([CH2:19]Br)=[CH:17][CH:16]=1.O. (5) Given the product [CH3:21][C:22]1[N:26]([C:27]2[CH:32]=[CH:31][CH:30]=[CH:29][CH:28]=2)[N:25]=[CH:24][C:23]=1[C:33]([NH:1][C:2]1[CH:7]=[CH:6][C:5]([C@@H:8]2[O:13][CH2:12][CH2:11][N:10]([C:14]([O:16][C:17]([CH3:20])([CH3:19])[CH3:18])=[O:15])[CH2:9]2)=[CH:4][CH:3]=1)=[O:34], predict the reactants needed to synthesize it. The reactants are: [NH2:1][C:2]1[CH:7]=[CH:6][C:5]([C@@H:8]2[O:13][CH2:12][CH2:11][N:10]([C:14]([O:16][C:17]([CH3:20])([CH3:19])[CH3:18])=[O:15])[CH2:9]2)=[CH:4][CH:3]=1.[CH3:21][C:22]1[N:26]([C:27]2[CH:32]=[CH:31][CH:30]=[CH:29][CH:28]=2)[N:25]=[CH:24][C:23]=1[C:33](O)=[O:34].CN(C(ON1N=NC2C=CC=CC1=2)=[N+](C)C)C.F[P-](F)(F)(F)(F)F.CN1CCOCC1.